The task is: Regression. Given a peptide amino acid sequence and an MHC pseudo amino acid sequence, predict their binding affinity value. This is MHC class II binding data.. This data is from Peptide-MHC class II binding affinity with 134,281 pairs from IEDB. The peptide sequence is LRIAAKIYSEADEAW. The MHC is DRB1_0401 with pseudo-sequence DRB1_0401. The binding affinity (normalized) is 0.0249.